From a dataset of Reaction yield outcomes from USPTO patents with 853,638 reactions. Predict the reaction yield, written as a fraction of the theoretical maximum amount of product (1.0 means a 100% yield; for example, 0.34 means a 34% yield). (1) The reactants are [C:1]1([NH2:8])[CH:6]=[CH:5][CH:4]=[CH:3][C:2]=1[NH2:7].[SH:9][CH2:10][C:11](O)=O.[OH-].[Na+]. The catalyst is Cl. The product is [NH:7]1[C:2]2[CH:3]=[CH:4][CH:5]=[CH:6][C:1]=2[N:8]=[C:11]1[CH2:10][SH:9]. The yield is 0.930. (2) The reactants are [Br:1][C:2]1[C:3]([F:11])=[C:4]([CH:8]=[CH:9][CH:10]=1)[C:5]([OH:7])=[O:6].[CH3:12]OC(OC)OC.C1(C)C=CC(S(O)(=O)=O)=CC=1. The catalyst is CO. The product is [Br:1][C:2]1[C:3]([F:11])=[C:4]([CH:8]=[CH:9][CH:10]=1)[C:5]([O:7][CH3:12])=[O:6]. The yield is 0.840. (3) The reactants are [F:1][C:2]1[C:7]([F:8])=[CH:6][CH:5]=[CH:4][C:3]=1[NH:9][C:10](=[O:24])[CH2:11][C:12]1[NH:16][N:15]=[C:14]([NH:17]C(=O)C(F)(F)F)[CH:13]=1.C(=O)([O-])O.[Na+]. The catalyst is CO.Cl. The product is [NH2:17][C:14]1[CH:13]=[C:12]([CH2:11][C:10]([NH:9][C:3]2[CH:4]=[CH:5][CH:6]=[C:7]([F:8])[C:2]=2[F:1])=[O:24])[NH:16][N:15]=1. The yield is 0.750.